This data is from Forward reaction prediction with 1.9M reactions from USPTO patents (1976-2016). The task is: Predict the product of the given reaction. (1) The product is: [Br:1][C:2]1[CH:3]=[C:4]2[C:9](=[CH:10][CH:11]=1)[C:8]([CH3:13])([CH3:12])[C:7](=[O:14])[C:6]([C:15]([NH:29][CH2:28][C:27]([O:26][C:22]([CH3:25])([CH3:24])[CH3:23])=[O:30])=[O:16])=[C:5]2[OH:20]. Given the reactants [Br:1][C:2]1[CH:3]=[C:4]2[C:9](=[CH:10][CH:11]=1)[C:8]([CH3:13])([CH3:12])[C:7](=[O:14])[C:6]([C:15](OCC)=[O:16])=[C:5]2[OH:20].Cl.[C:22]([O:26][C:27](=[O:30])[CH2:28][NH2:29])([CH3:25])([CH3:24])[CH3:23].CCN(C(C)C)C(C)C, predict the reaction product. (2) Given the reactants [CH:1]1([CH2:4][NH:5][C:6]2[S:7][CH:8]=[C:9]([C:11]3[CH:18]=[CH:17][C:14]([C:15]#[N:16])=[CH:13][N:12]=3)[N:10]=2)[CH2:3][CH2:2]1.N.[H][H], predict the reaction product. The product is: [NH2:16][CH2:15][C:14]1[CH:13]=[N:12][C:11]([C:9]2[N:10]=[C:6]([NH:5][CH2:4][CH:1]3[CH2:3][CH2:2]3)[S:7][CH:8]=2)=[CH:18][CH:17]=1. (3) Given the reactants C(O)C.Cl.Br[C:6]1[C:7]2[N:8]([CH:13]=[CH:14][N:15]=2)[N:9]=[C:10]([Cl:12])[CH:11]=1.CCN(C(C)C)C(C)C.[NH2:25][CH2:26][CH:27]1[CH2:32][CH2:31][O:30][CH2:29][CH2:28]1, predict the reaction product. The product is: [Cl:12][C:10]1[CH:11]=[C:6]([NH:25][CH2:26][CH:27]2[CH2:32][CH2:31][O:30][CH2:29][CH2:28]2)[C:7]2[N:8]([CH:13]=[CH:14][N:15]=2)[N:9]=1.